From a dataset of Forward reaction prediction with 1.9M reactions from USPTO patents (1976-2016). Predict the product of the given reaction. (1) The product is: [C:1]([O:5][C:6](=[O:7])[NH:8][C:9]1[C:10]([CH3:22])=[N:11][N:12]2[C:16]([Br:25])=[C:15]([S:20][CH3:21])[S:14][C:13]=12)([CH3:4])([CH3:3])[CH3:2]. Given the reactants [C:1]([O:5][C:6]([NH:8][C:9]1[C:10]([CH3:22])=[N:11][N:12]2[C:16](C(O)=O)=[C:15]([S:20][CH3:21])[S:14][C:13]=12)=[O:7])([CH3:4])([CH3:3])[CH3:2].[OH-].[K+].[Br:25]Br, predict the reaction product. (2) Given the reactants [C:1]([O:7][CH2:8][CH3:9])(=[O:6])[CH2:2][C:3]([O-:5])=O.[K+].C(N(CC)C(C)C)(C)C.[Cl-].[Mg+2].[Cl-].[Cl:23][C:24]1[CH:29]=[CH:28][C:27]([CH2:30]C(Cl)=O)=[CH:26][CH:25]=1, predict the reaction product. The product is: [Cl:23][C:24]1[CH:29]=[CH:28][C:27]([CH2:30][C:3](=[O:5])[CH2:2][C:1]([O:7][CH2:8][CH3:9])=[O:6])=[CH:26][CH:25]=1. (3) Given the reactants [CH3:1][O:2][C:3](=[O:23])[CH2:4][C:5]1[CH:10]=[CH:9][CH:8]=[C:7]([C:11]#[C:12][CH2:13][CH2:14][O:15][Si](C(C)(C)C)(C)C)[CH:6]=1.[H][H], predict the reaction product. The product is: [CH3:1][O:2][C:3](=[O:23])[CH2:4][C:5]1[CH:10]=[CH:9][CH:8]=[C:7]([CH2:11][CH2:12][CH2:13][CH2:14][OH:15])[CH:6]=1. (4) The product is: [ClH:4].[C:5]1([CH2:11][NH:12][C:13](=[O:31])[N:14]([CH:18]2[CH2:19][CH2:20][NH:21][CH2:22][CH2:23]2)[CH2:15][CH:16]=[CH2:17])[CH:10]=[CH:9][CH:8]=[CH:7][CH:6]=1. Given the reactants C([Cl:4])(=O)C.[C:5]1([CH2:11][NH:12][C:13](=[O:31])[N:14]([CH:18]2[CH2:23][CH2:22][N:21](C(OC(C)(C)C)=O)[CH2:20][CH2:19]2)[CH2:15][CH:16]=[CH2:17])[CH:10]=[CH:9][CH:8]=[CH:7][CH:6]=1, predict the reaction product. (5) Given the reactants [Cl:1][C:2]1[CH:7]=[CH:6][C:5]([C:8]2[N:13]=[C:12]([C:14]([OH:16])=O)[CH:11]=[CH:10][C:9]=2[O:17][CH2:18][C:19]([F:22])([F:21])[F:20])=[CH:4][CH:3]=1.[CH:23]1([C:26]2[CH:30]=[C:29]([CH2:31][NH2:32])[O:28][N:27]=2)[CH2:25][CH2:24]1, predict the reaction product. The product is: [CH:23]1([C:26]2[CH:30]=[C:29]([CH2:31][NH:32][C:14]([C:12]3[CH:11]=[CH:10][C:9]([O:17][CH2:18][C:19]([F:20])([F:22])[F:21])=[C:8]([C:5]4[CH:4]=[CH:3][C:2]([Cl:1])=[CH:7][CH:6]=4)[N:13]=3)=[O:16])[O:28][N:27]=2)[CH2:25][CH2:24]1. (6) Given the reactants C(OC(=O)C1C=CC=C(N[N:12]=[C:13]([C:16]#[N:17])[C:14]#[N:15])C=1)C.[NH2:19][C:20]1[CH:21]=[C:22]([CH:26]=[CH:27][CH:28]=1)[C:23]([O-:25])=[O:24].C(#N)[CH2:30][C:31]#N.O.[NH2:35][NH2:36], predict the reaction product. The product is: [CH2:30]([O:24][C:23](=[O:25])[C:22]1[CH:26]=[CH:27][CH:28]=[C:20]([NH:19][N:12]=[C:13]2[C:14]([NH2:15])=[N:36][N:35]=[C:16]2[NH2:17])[CH:21]=1)[CH3:31]. (7) Given the reactants [C:1]1([N:7]2[C:19]3[CH:18]=[CH:17][C:16](B(O)O)=[CH:15][C:14]=3[C:13]3[C:8]2=[CH:9][CH:10]=[CH:11][CH:12]=3)[CH:6]=[CH:5][CH:4]=[CH:3][CH:2]=1.[Br:23][C:24]1[CH:29]=[CH:28][CH:27]=[CH:26][C:25]=1Br, predict the reaction product. The product is: [Br:23][C:24]1[CH:29]=[CH:28][CH:27]=[CH:26][C:25]=1[C:16]1[CH:17]=[CH:18][C:19]2[N:7]([C:1]3[CH:2]=[CH:3][CH:4]=[CH:5][CH:6]=3)[C:8]3[C:13]([C:14]=2[CH:15]=1)=[CH:12][CH:11]=[CH:10][CH:9]=3. (8) Given the reactants [N:1]1([C:11](OC(C)(C)C)=O)[CH2:6][CH2:5][CH:4]([C:7]([O:9][CH3:10])=[O:8])[CH2:3][CH2:2]1.[ClH:18].Br[CH2:20]CO.C([O-])([O-])=O.[K+].[K+].S(Cl)(Cl)=O, predict the reaction product. The product is: [Cl:18][CH2:20][CH2:11][N:1]1[CH2:2][CH2:3][CH:4]([C:7]([O:9][CH3:10])=[O:8])[CH2:5][CH2:6]1. (9) The product is: [CH2:30]([O:29][C:27]([C:25]1[NH:21][C:18]2[C:17]([CH:24]=1)=[CH:16][C:15]([O:14][CH:11]1[CH2:10][CH2:9][N:8]([C:6]([O:5][C:1]([CH3:3])([CH3:4])[CH3:2])=[O:7])[CH2:13][CH2:12]1)=[CH:20][CH:19]=2)=[O:28])[CH3:31]. Given the reactants [C:1]([O:5][C:6]([N:8]1[CH2:13][CH2:12][CH:11]([O:14][C:15]2[CH:20]=[CH:19][C:18]([N+:21]([O-])=O)=[C:17]([CH2:24][C:25]([C:27]([O:29][CH2:30][CH3:31])=[O:28])=O)[CH:16]=2)[CH2:10][CH2:9]1)=[O:7])([CH3:4])([CH3:3])[CH3:2], predict the reaction product.